Dataset: Peptide-MHC class I binding affinity with 185,985 pairs from IEDB/IMGT. Task: Regression. Given a peptide amino acid sequence and an MHC pseudo amino acid sequence, predict their binding affinity value. This is MHC class I binding data. (1) The peptide sequence is DIINSVSIIL. The MHC is HLA-A68:02 with pseudo-sequence HLA-A68:02. The binding affinity (normalized) is 0.363. (2) The peptide sequence is IVFMWAIHH. The MHC is HLA-A02:03 with pseudo-sequence HLA-A02:03. The binding affinity (normalized) is 0.0847. (3) The peptide sequence is FQILHDRFF. The MHC is HLA-A24:02 with pseudo-sequence HLA-A24:02. The binding affinity (normalized) is 0.0847. (4) The peptide sequence is SSIIRSLPK. The MHC is HLA-A03:01 with pseudo-sequence HLA-A03:01. The binding affinity (normalized) is 0.661. (5) The binding affinity (normalized) is 0.218. The MHC is HLA-A33:01 with pseudo-sequence HLA-A33:01. The peptide sequence is STGESSILR. (6) The peptide sequence is GLIQYPTAW. The MHC is HLA-B46:01 with pseudo-sequence HLA-B46:01. The binding affinity (normalized) is 0.0847. (7) The peptide sequence is LMLHQQYNQ. The MHC is HLA-B15:01 with pseudo-sequence HLA-B15:01. The binding affinity (normalized) is 0.0847. (8) The peptide sequence is MGVYQILAIY. The MHC is HLA-A23:01 with pseudo-sequence HLA-A23:01. The binding affinity (normalized) is 0. (9) The peptide sequence is THFQRKRRV. The MHC is HLA-A31:01 with pseudo-sequence HLA-A31:01. The binding affinity (normalized) is 0.0847. (10) The peptide sequence is ATIGTAMYK. The MHC is HLA-A30:02 with pseudo-sequence HLA-A30:02. The binding affinity (normalized) is 0.274.